From a dataset of hERG Central: cardiac toxicity at 1µM, 10µM, and general inhibition. Predict hERG channel inhibition at various concentrations. (1) The drug is COc1ccc(C2=Nn3c(nnc3-c3ccncc3)SC2)cc1OC. Results: hERG_inhib (hERG inhibition (general)): blocker. (2) The drug is Br.O=C(CN1C2=NCCCN2c2ccccc21)c1ccc([N+](=O)[O-])cc1. Results: hERG_inhib (hERG inhibition (general)): blocker. (3) The compound is O=C(CN1CCC(c2nc3ccccc3[nH]2)CC1)NCc1ccc2c(c1)OCO2. Results: hERG_inhib (hERG inhibition (general)): blocker. (4) The drug is COc1ccc(N2CCN(C(CNC(=O)COc3ccccc3)c3ccco3)CC2)cc1. Results: hERG_inhib (hERG inhibition (general)): blocker. (5) The drug is COC(=O)c1cc(C(=O)N2CCN(C(=O)c3ccco3)CC2)cc([N+](=O)[O-])c1. Results: hERG_inhib (hERG inhibition (general)): blocker. (6) The molecule is CCN(Cc1ccccc1)S(=O)(=O)c1ccc(C(=O)N(CCCN(C)C)c2nc3cc(OC)ccc3s2)cc1.Cl. Results: hERG_inhib (hERG inhibition (general)): blocker. (7) The drug is COc1ccc(OCc2n(CC(=O)OC3CC(C)CCC3C(C)C)c3ccccc3[n+]2C)cc1.[Cl-]. Results: hERG_inhib (hERG inhibition (general)): blocker. (8) The compound is Cc1cc(N2CCN(C/C=C/c3ccccc3)CC2)n2ncnc2n1. Results: hERG_inhib (hERG inhibition (general)): blocker. (9) The molecule is Cn1c(=O)[nH]c(=O)c2c1nc(Br)n2CC(O)COc1ccc(Cl)cc1. Results: hERG_inhib (hERG inhibition (general)): blocker. (10) The drug is O=C1CC(C(=O)N2CCc3ccccc32)CN1c1ccc(F)cc1. Results: hERG_inhib (hERG inhibition (general)): blocker.